Dataset: Forward reaction prediction with 1.9M reactions from USPTO patents (1976-2016). Task: Predict the product of the given reaction. (1) Given the reactants C(O/[CH:4]=[CH:5]/[C:6]1[C:11]([C:12]([NH:14][OH:15])=[O:13])=[N:10][CH:9]=[C:8]2[N:16]([CH2:19][C:20]3[CH:25]=[CH:24][C:23]([F:26])=[CH:22][CH:21]=3)[CH:17]=[CH:18][C:7]=12)C, predict the reaction product. The product is: [F:26][C:23]1[CH:22]=[CH:21][C:20]([CH2:19][N:16]2[C:8]3[CH:9]=[N:10][C:11]4[C:12](=[O:13])[N:14]([OH:15])[CH:4]=[CH:5][C:6]=4[C:7]=3[CH:18]=[CH:17]2)=[CH:25][CH:24]=1. (2) Given the reactants [N:1]12[CH2:9][C:5]([C:10]3[CH:11]=[CH:12][C:13](O)=[N:14][CH:15]=3)([CH2:6][CH2:7][CH2:8]1)[CH2:4][CH2:3][CH2:2]2.P(Cl)(Cl)([Cl:19])=O.[OH-].[Na+], predict the reaction product. The product is: [Cl:19][C:13]1[N:14]=[CH:15][C:10]([C:5]23[CH2:9][N:1]([CH2:8][CH2:7][CH2:6]2)[CH2:2][CH2:3][CH2:4]3)=[CH:11][CH:12]=1. (3) Given the reactants [Br:1][C:2]1[C:13]2[C:5](=[CH:6][C:7]([C:16]3[CH:21]=[CH:20][CH:19]=[CH:18][C:17]=3[O:22][CH3:23])=[C:8]3[C:12]=2[C:11](=[O:14])[NH:10][C:9]3=[O:15])[N:4]([CH2:24][CH2:25][O:26][Si](C(C)(C)C)(C)C)[C:3]=1[CH2:34][OH:35].[F-].[NH4+].C(OCC)(=O)C, predict the reaction product. The product is: [Br:1][C:2]1[C:13]2[C:5](=[CH:6][C:7]([C:16]3[CH:21]=[CH:20][CH:19]=[CH:18][C:17]=3[O:22][CH3:23])=[C:8]3[C:12]=2[C:11](=[O:14])[NH:10][C:9]3=[O:15])[N:4]([CH2:24][CH2:25][OH:26])[C:3]=1[CH2:34][OH:35]. (4) The product is: [OH:1][CH2:2][CH2:3][N:4]([CH3:5])[C:60]([C:59]1[CH:63]=[CH:64][C:56]([C:55]([Br:65])=[C:52]2[CH2:51][CH2:50][N:49]([C:47]([O:46][C:42]([CH3:44])([CH3:43])[CH3:45])=[O:48])[CH2:54][CH2:53]2)=[CH:57][CH:58]=1)=[O:61]. Given the reactants [OH:1][CH2:2][CH2:3][N:4](C)[C:5](=O)C1C=CC(C(C2C=CC=C3C=2N=CC=C3)=C2CCN(CC3N=CSC=3)CC2)=CC=1.CNCCO.[C:42]([O:46][C:47]([N:49]1[CH2:54][CH2:53][C:52](=[C:55]([Br:65])[C:56]2[CH:64]=[CH:63][C:59]([C:60](O)=[O:61])=[CH:58][CH:57]=2)[CH2:51][CH2:50]1)=[O:48])([CH3:45])([CH3:44])[CH3:43], predict the reaction product. (5) Given the reactants [CH2:1]([O:3][C:4]([N:6]1[CH2:11][CH2:10][N:9]([CH2:12][C:13]#[CH:14])[CH2:8][CH2:7]1)=[O:5])[CH3:2].Br[C:16]1[CH:17]=[C:18]([CH3:23])[CH:19]=[CH:20][C:21]=1[F:22].C(NC(C)C)(C)C.C(P(C(C)(C)C)C(C)(C)C)(C)(C)C, predict the reaction product. The product is: [CH2:1]([O:3][C:4]([N:6]1[CH2:7][CH2:8][N:9]([CH2:12][C:13]#[C:14][C:16]2[CH:17]=[C:18]([CH3:23])[CH:19]=[CH:20][C:21]=2[F:22])[CH2:10][CH2:11]1)=[O:5])[CH3:2]. (6) Given the reactants [NH2:1][C:2]1[CH:10]=[CH:9][CH:8]=[C:7]2[C:3]=1[C:4](=[O:20])[N:5]([CH:12]1[CH2:17][CH2:16][C:15](=[O:18])[NH:14][C:13]1=[O:19])[C:6]2=[O:11].Cl[C:22]([CH2:24][CH2:25][C:26]([O:28][CH3:29])=[O:27])=[O:23], predict the reaction product. The product is: [O:19]=[C:13]1[CH:12]([N:5]2[C:4](=[O:20])[C:3]3[C:7](=[CH:8][CH:9]=[CH:10][C:2]=3[NH:1][C:22]([CH2:24][CH2:25][C:26]([O:28][CH3:29])=[O:27])=[O:23])[C:6]2=[O:11])[CH2:17][CH2:16][C:15](=[O:18])[NH:14]1. (7) Given the reactants Br[C:2]1[N:7]=[N:6][C:5]([NH2:8])=[N:4][C:3]=1[C:9]1[CH:14]=[CH:13][CH:12]=[CH:11][CH:10]=1.Cl.[C:16]([CH:18]1[CH2:23][CH2:22][CH2:21][NH:20][CH2:19]1)#[CH:17], predict the reaction product. The product is: [C:16]([CH:18]1[CH2:23][CH2:22][CH2:21][N:20]([C:2]2[N:7]=[N:6][C:5]([NH2:8])=[N:4][C:3]=2[C:9]2[CH:14]=[CH:13][CH:12]=[CH:11][CH:10]=2)[CH2:19]1)#[CH:17]. (8) The product is: [CH2:12]([C:5]1[CH:6]=[CH:7][C:2]([Br:1])=[CH:3][C:4]=1[CH3:9])[CH:10]=[CH2:11]. Given the reactants [Br:1][C:2]1[CH:7]=[CH:6][C:5](I)=[C:4]([CH3:9])[CH:3]=1.[CH:10]([Mg]Cl)([CH3:12])[CH3:11].[Cl-].[Li+].[Cu]C#N.C(Br)C=C, predict the reaction product.